Dataset: NCI-60 drug combinations with 297,098 pairs across 59 cell lines. Task: Regression. Given two drug SMILES strings and cell line genomic features, predict the synergy score measuring deviation from expected non-interaction effect. (1) Drug 1: C1=CC(=CC=C1CCC2=CNC3=C2C(=O)NC(=N3)N)C(=O)NC(CCC(=O)O)C(=O)O. Drug 2: CC1C(C(CC(O1)OC2CC(CC3=C2C(=C4C(=C3O)C(=O)C5=CC=CC=C5C4=O)O)(C(=O)C)O)N)O. Cell line: IGROV1. Synergy scores: CSS=54.8, Synergy_ZIP=-4.53, Synergy_Bliss=-7.01, Synergy_Loewe=-24.5, Synergy_HSA=-0.889. (2) Drug 1: C1=CC(=CC=C1CCC2=CNC3=C2C(=O)NC(=N3)N)C(=O)NC(CCC(=O)O)C(=O)O. Drug 2: CN(CCCl)CCCl.Cl. Cell line: OVCAR-4. Synergy scores: CSS=31.7, Synergy_ZIP=1.60, Synergy_Bliss=1.14, Synergy_Loewe=-9.75, Synergy_HSA=0.153. (3) Drug 1: C1CCC(CC1)NC(=O)N(CCCl)N=O. Drug 2: CCC(=C(C1=CC=CC=C1)C2=CC=C(C=C2)OCCN(C)C)C3=CC=CC=C3.C(C(=O)O)C(CC(=O)O)(C(=O)O)O. Cell line: KM12. Synergy scores: CSS=26.7, Synergy_ZIP=-5.61, Synergy_Bliss=-2.37, Synergy_Loewe=4.98, Synergy_HSA=5.29. (4) Drug 1: CC1=CC2C(CCC3(C2CCC3(C(=O)C)OC(=O)C)C)C4(C1=CC(=O)CC4)C. Drug 2: CCCS(=O)(=O)NC1=C(C(=C(C=C1)F)C(=O)C2=CNC3=C2C=C(C=N3)C4=CC=C(C=C4)Cl)F. Cell line: IGROV1. Synergy scores: CSS=10.4, Synergy_ZIP=0.953, Synergy_Bliss=10.9, Synergy_Loewe=5.20, Synergy_HSA=8.45. (5) Drug 1: COC1=C2C(=CC3=C1OC=C3)C=CC(=O)O2. Drug 2: CC12CCC3C(C1CCC2OP(=O)(O)O)CCC4=C3C=CC(=C4)OC(=O)N(CCCl)CCCl.[Na+]. Cell line: OVCAR-4. Synergy scores: CSS=1.10, Synergy_ZIP=0.977, Synergy_Bliss=0.519, Synergy_Loewe=-2.86, Synergy_HSA=-2.70. (6) Drug 1: C1=NC(=NC(=O)N1C2C(C(C(O2)CO)O)O)N. Drug 2: C1CNP(=O)(OC1)N(CCCl)CCCl. Cell line: UACC-257. Synergy scores: CSS=8.08, Synergy_ZIP=-4.72, Synergy_Bliss=-0.321, Synergy_Loewe=-15.7, Synergy_HSA=-0.317. (7) Drug 1: CC1C(C(CC(O1)OC2CC(OC(C2O)C)OC3=CC4=CC5=C(C(=O)C(C(C5)C(C(=O)C(C(C)O)O)OC)OC6CC(C(C(O6)C)O)OC7CC(C(C(O7)C)O)OC8CC(C(C(O8)C)O)(C)O)C(=C4C(=C3C)O)O)O)O. Drug 2: C(CCl)NC(=O)N(CCCl)N=O. Cell line: KM12. Synergy scores: CSS=14.8, Synergy_ZIP=0.655, Synergy_Bliss=2.08, Synergy_Loewe=-27.6, Synergy_HSA=-0.948. (8) Drug 1: CN(CC1=CN=C2C(=N1)C(=NC(=N2)N)N)C3=CC=C(C=C3)C(=O)NC(CCC(=O)O)C(=O)O. Drug 2: CC1=C(C(=O)C2=C(C1=O)N3CC4C(C3(C2COC(=O)N)OC)N4)N. Cell line: SNB-19. Synergy scores: CSS=48.9, Synergy_ZIP=-2.30, Synergy_Bliss=-4.55, Synergy_Loewe=-5.11, Synergy_HSA=-2.20. (9) Drug 1: CC1=C(C(=CC=C1)Cl)NC(=O)C2=CN=C(S2)NC3=CC(=NC(=N3)C)N4CCN(CC4)CCO. Drug 2: C(CN)CNCCSP(=O)(O)O. Cell line: BT-549. Synergy scores: CSS=-0.378, Synergy_ZIP=0.299, Synergy_Bliss=1.31, Synergy_Loewe=0.0406, Synergy_HSA=-0.382.